Dataset: Reaction yield outcomes from USPTO patents with 853,638 reactions. Task: Predict the reaction yield, written as a fraction of the theoretical maximum amount of product (1.0 means a 100% yield; for example, 0.34 means a 34% yield). The reactants are Cl[C:2]1[C:7]([O:8][CH3:9])=[C:6]([Cl:10])[N:5]=[C:4]([S:11][CH3:12])[N:3]=1.[NH:13]1[C:21]2[C:16](=[CH:17][C:18]([NH2:22])=[CH:19][CH:20]=2)[CH:15]=[N:14]1. The catalyst is C(O)C. The product is [Cl:10][C:6]1[N:5]=[C:4]([S:11][CH3:12])[N:3]=[C:2]([NH:22][C:18]2[CH:17]=[C:16]3[C:21](=[CH:20][CH:19]=2)[NH:13][N:14]=[CH:15]3)[C:7]=1[O:8][CH3:9]. The yield is 0.820.